Dataset: Forward reaction prediction with 1.9M reactions from USPTO patents (1976-2016). Task: Predict the product of the given reaction. Given the reactants Br[C:2]1[CH:11]=[CH:10][C:9]([C:12]2[CH:13]=[N:14][CH:15]=[C:16]([CH3:18])[CH:17]=2)=[CH:8][C:3]=1[C:4]([O:6][CH3:7])=[O:5].[CH3:19][N:20]1[CH:24]=[C:23](B2OC(C)(C)C(C)(C)O2)[CH:22]=[N:21]1.C([O-])([O-])=O.[Cs+].[Cs+], predict the reaction product. The product is: [CH3:19][N:20]1[CH:24]=[C:23]([C:2]2[CH:11]=[CH:10][C:9]([C:12]3[CH:13]=[N:14][CH:15]=[C:16]([CH3:18])[CH:17]=3)=[CH:8][C:3]=2[C:4]([O:6][CH3:7])=[O:5])[CH:22]=[N:21]1.